This data is from Catalyst prediction with 721,799 reactions and 888 catalyst types from USPTO. The task is: Predict which catalyst facilitates the given reaction. (1) Reactant: Cl[C:2]1[N:7]=[C:6]([C:8]([NH:10][CH:11]([C:15]2[CH:20]=[CH:19][C:18]([O:21][C:22]([F:25])([F:24])[F:23])=[CH:17][CH:16]=2)[CH2:12][O:13][CH3:14])=[O:9])[CH:5]=[CH:4][N:3]=1.[CH2:26]([NH2:33])[C:27]1[CH:32]=[CH:31][CH:30]=[CH:29][CH:28]=1.C(N(CC)CC)C.C(=O)([O-])O.[Na+]. Product: [CH2:26]([NH:33][C:2]1[N:7]=[C:6]([C:8]([NH:10][CH:11]([C:15]2[CH:20]=[CH:19][C:18]([O:21][C:22]([F:25])([F:24])[F:23])=[CH:17][CH:16]=2)[CH2:12][O:13][CH3:14])=[O:9])[CH:5]=[CH:4][N:3]=1)[C:27]1[CH:32]=[CH:31][CH:30]=[CH:29][CH:28]=1. The catalyst class is: 10. (2) Reactant: [CH2:1]([O:8][C:9]([N:11]1[CH2:15][C@H:14]([F:16])[C@H:13]2[O:17][CH2:18]C(=O)[C@@H:12]12)=[O:10])[C:2]1[CH:7]=[CH:6][CH:5]=[CH:4][CH:3]=1.[CH:21]([O:26][CH3:27])([O:24][CH3:25])OC.C1(C)C=CC(S(O)(=O)=O)=CC=1. Product: [CH2:1]([O:8][C:9]([N:11]1[CH2:15][C@H:14]([F:16])[C@H:13]2[O:17][CH2:18][C:21]([O:24][CH3:25])([O:26][CH3:27])[C@@H:12]12)=[O:10])[C:2]1[CH:3]=[CH:4][CH:5]=[CH:6][CH:7]=1. The catalyst class is: 5. (3) Reactant: [O:1]=[C:2]([C:16]1[S:23][C:22]([CH3:24])=[C:21]2[C:17]=1[CH2:18][C@H:19]1[C:25]([CH3:27])([CH3:26])[C@H:20]12)[CH:3]=[CH:4][C:5]1[CH:10]=[CH:9][C:8]([CH2:11][CH2:12][C:13]([OH:15])=[O:14])=[CH:7][CH:6]=1. Product: [O:1]=[C:2]([C:16]1[S:23][C:22]([CH3:24])=[C:21]2[C:17]=1[CH2:18][C@H:19]1[C:25]([CH3:27])([CH3:26])[C@H:20]12)[CH2:3][CH2:4][C:5]1[CH:10]=[CH:9][C:8]([CH2:11][CH2:12][C:13]([OH:15])=[O:14])=[CH:7][CH:6]=1. The catalyst class is: 29. (4) Reactant: [F:1][C:2]([F:9])([F:8])[C:3](OCC)=[O:4].[Na].[Cl:11][C:12]1[CH:17]=[CH:16][C:15]([CH2:18][C:19]([O:21][CH2:22][CH3:23])=[O:20])=[CH:14][CH:13]=1.Cl. Product: [Cl:11][C:12]1[CH:13]=[CH:14][C:15]([CH:18]([C:3](=[O:4])[C:2]([F:9])([F:8])[F:1])[C:19]([O:21][CH2:22][CH3:23])=[O:20])=[CH:16][CH:17]=1. The catalyst class is: 28.